This data is from Full USPTO retrosynthesis dataset with 1.9M reactions from patents (1976-2016). The task is: Predict the reactants needed to synthesize the given product. (1) Given the product [Cl:1][C:2]1[CH:3]=[C:4]([C:8]2[CH:13]=[C:12]([C:14]([O:16][CH3:17])=[O:15])[C:11]([C:24]3[CH:29]=[CH:28][CH:27]=[CH:26][N:25]=3)=[N:10][CH:9]=2)[CH:5]=[N:6][CH:7]=1, predict the reactants needed to synthesize it. The reactants are: [Cl:1][C:2]1[CH:3]=[C:4]([C:8]2[CH:9]=[N:10][C:11](Cl)=[C:12]([C:14]([O:16][CH3:17])=[O:15])[CH:13]=2)[CH:5]=[N:6][CH:7]=1.C([Sn](CCCC)(CCCC)[C:24]1[CH:29]=[CH:28][CH:27]=[CH:26][N:25]=1)CCC.[F-].[Cs+]. (2) Given the product [C:26]([CH:23]1[CH2:24][CH2:25][C:18]2([CH2:19][CH2:20][N:15]([C:10]3[CH:11]=[CH:12][CH:13]=[CH:14][C:9]=3/[CH:8]=[CH:7]/[C:6]([O:5][C:1]([CH3:4])([CH3:3])[CH3:2])=[O:30])[CH2:16][CH2:17]2)[CH2:21][CH2:22]1)(=[O:27])[NH2:31], predict the reactants needed to synthesize it. The reactants are: [C:1]([O:5][C:6](=[O:30])/[CH:7]=[CH:8]/[C:9]1[CH:14]=[CH:13][CH:12]=[CH:11][C:10]=1[N:15]1[CH2:20][CH2:19][C:18]2([CH2:25][CH2:24][CH:23]([C:26](OC)=[O:27])[CH2:22][CH2:21]2)[CH2:17][CH2:16]1)([CH3:4])([CH3:3])[CH3:2].[NH3:31]. (3) Given the product [F:50][C@H:51]1[CH2:55][NH:54][C@H:53]([C:63]2[NH:64][C:65](=[O:78])[C:66]3[O:71][C:70]4[CH:72]=[CH:73][C:74]([O:76][CH3:77])=[CH:75][C:69]=4[C:67]=3[N:68]=2)[CH2:52]1, predict the reactants needed to synthesize it. The reactants are: BrC1C=CC2OC3C(=O)NC(C4CCNCC4)=NC=3C=2C=1.BrC1C=CC2OC3C(=O)NC(C4CCN(C(OC(C)(C)C)=O)CC4)=NC=3C=2C=1.[F:50][C@@H:51]1[CH2:55][N:54](C(OC(C)(C)C)=O)[C@@H:53]([C:63]2[NH:64][C:65](=[O:78])[C:66]3[O:71][C:70]4[CH:72]=[CH:73][C:74]([O:76][CH3:77])=[CH:75][C:69]=4[C:67]=3[N:68]=2)[CH2:52]1.